Dataset: Forward reaction prediction with 1.9M reactions from USPTO patents (1976-2016). Task: Predict the product of the given reaction. (1) Given the reactants [F:1][C:2]1[CH:3]=[C:4]([CH:14]=[CH:15][CH:16]=1)[CH2:5][N:6]1[CH:11]=[CH:10][C:9]([OH:12])=[CH:8][C:7]1=[O:13].C([O-])([O-])=O.[K+].[K+].[F:23][C:24]1[CH:31]=[C:30]([F:32])[CH:29]=[CH:28][C:25]=1[CH2:26]Br, predict the reaction product. The product is: [F:23][C:24]1[CH:31]=[C:30]([F:32])[CH:29]=[CH:28][C:25]=1[CH2:26][O:12][C:9]1[CH:10]=[CH:11][N:6]([CH2:5][C:4]2[CH:14]=[CH:15][CH:16]=[C:2]([F:1])[CH:3]=2)[C:7](=[O:13])[CH:8]=1. (2) Given the reactants [CH2:1]([O:3][C:4](=[O:16])[C:5]([O:8][C:9]1[CH:14]=[CH:13][C:12]([OH:15])=[CH:11][CH:10]=1)([CH3:7])[CH3:6])[CH3:2].C1N2CCN(CC2)C1.[CH3:25][N:26]([CH3:30])[C:27](Cl)=[S:28], predict the reaction product. The product is: [CH2:1]([O:3][C:4](=[O:16])[C:5]([O:8][C:9]1[CH:10]=[CH:11][C:12]([O:15][C:27](=[S:28])[N:26]([CH3:30])[CH3:25])=[CH:13][CH:14]=1)([CH3:7])[CH3:6])[CH3:2]. (3) Given the reactants [CH3:1][O:2][C:3]1[CH:8]=[C:7]([N+:9]([O-:11])=[O:10])[CH:6]=[CH:5][C:4]=1[C:12]1[CH2:17][CH2:16][N:15](C(OC(C)(C)C)=O)[CH2:14][CH:13]=1.[F:25][C:26]([F:31])([F:30])[C:27]([OH:29])=[O:28], predict the reaction product. The product is: [F:25][C:26]([F:31])([F:30])[C:27]([O-:29])=[O:28].[CH3:1][O:2][C:3]1[CH:8]=[C:7]([N+:9]([O-:11])=[O:10])[CH:6]=[CH:5][C:4]=1[C:12]1[CH2:17][CH2:16][NH2+:15][CH2:14][CH:13]=1. (4) Given the reactants [NH2:1][C:2]1[CH:3]=[C:4]([CH:8]=[CH:9][C:10]=1[O:11][C:12]([F:15])([F:14])[F:13])[C:5]([OH:7])=O.[C:16]1([C:22]2[S:26][C:25]([NH2:27])=[N:24][N:23]=2)[CH:21]=[CH:20][CH:19]=[CH:18][CH:17]=1.F[P-](F)(F)(F)(F)F.N1(O[P+](N2CCCC2)(N2CCCC2)N2CCCC2)C2C=CC=CC=2N=N1.C(N(C(C)C)CC)(C)C, predict the reaction product. The product is: [NH2:1][C:2]1[CH:3]=[C:4]([CH:8]=[CH:9][C:10]=1[O:11][C:12]([F:15])([F:14])[F:13])[C:5]([NH:27][C:25]1[S:26][C:22]([C:16]2[CH:21]=[CH:20][CH:19]=[CH:18][CH:17]=2)=[N:23][N:24]=1)=[O:7]. (5) Given the reactants [CH3:1][N:2]([CH:4]=O)C.N[C:7]1[CH:12]=[CH:11][CH:10]=[CH:9][C:8]=1S.CC(OC(C)=O)=O, predict the reaction product. The product is: [NH:2]1[C:1]2[C:12](=[CH:7][CH:8]=[CH:9][CH:10]=2)[CH:11]=[CH:4]1.